This data is from Reaction yield outcomes from USPTO patents with 853,638 reactions. The task is: Predict the reaction yield, written as a fraction of the theoretical maximum amount of product (1.0 means a 100% yield; for example, 0.34 means a 34% yield). (1) The reactants are [Si:1]([O:8][C@@H:9]1[CH2:13][N:12]([C:14]([O:16][C:17]([CH3:20])([CH3:19])[CH3:18])=[O:15])[C@H:11]([C:21]([O:23][CH3:24])=[O:22])[CH2:10]1)([C:4]([CH3:7])([CH3:6])[CH3:5])([CH3:3])[CH3:2].[OH2:25]. The catalyst is C(OCC)(=O)C.[Ru](=O)=O. The product is [Si:1]([O:8][C@@H:9]1[C:13](=[O:25])[N:12]([C:14]([O:16][C:17]([CH3:18])([CH3:20])[CH3:19])=[O:15])[C@H:11]([C:21]([O:23][CH3:24])=[O:22])[CH2:10]1)([C:4]([CH3:7])([CH3:6])[CH3:5])([CH3:2])[CH3:3]. The yield is 0.640. (2) The reactants are [Br:1][C:2]1[CH:3]=[C:4]([C:8]([C:10]([C:12]2[CH:17]=[CH:16][CH:15]=[CH:14]C=2)=O)=O)[CH:5]=[CH:6][CH:7]=1.[CH3:18][NH:19][C:20]([NH2:22])=[S:21].[OH-:23].[K+].Cl.[CH3:26]S(C)=O. The catalyst is O. The product is [Br:1][C:2]1[CH:3]=[C:4]([C:8]2([C:10]3[CH:12]=[CH:17][CH:16]=[CH:15][CH:14]=3)[NH:22][C:20](=[S:21])[N:19]([CH3:26])[C:18]2=[O:23])[CH:5]=[CH:6][CH:7]=1. The yield is 1.00. (3) The product is [NH2:8][CH2:9][CH2:10][CH2:11][C:12]1[CH:13]=[C:14]([NH:17][C:18]2[C:27]3[C:22](=[CH:23][CH:24]=[CH:25][CH:26]=3)[N:21]=[C:20]([C:28]3[CH:33]=[CH:32][CH:31]=[CH:30][CH:29]=3)[N:19]=2)[NH:15][N:16]=1. The yield is 0.630. The reactants are C(OC([NH:8][CH2:9][CH2:10][CH2:11][C:12]1[CH:13]=[C:14]([NH:17][C:18]2[C:27]3[C:22](=[CH:23][CH:24]=[CH:25][CH:26]=3)[N:21]=[C:20]([C:28]3[CH:33]=[CH:32][CH:31]=[CH:30][CH:29]=3)[N:19]=2)[NH:15][N:16]=1)=O)(C)(C)C.C(O)(C(F)(F)F)=O. The catalyst is ClCCl. (4) The catalyst is C(O)C. The product is [CH2:2]([O:22][C:21]([C:9]1[C:8]([Cl:24])=[C:7]([NH2:6])[N:12]=[C:11]([C:13]2[CH:18]=[CH:17][C:16]([Cl:19])=[CH:15][C:14]=2[F:20])[N:10]=1)=[O:23])[CH3:3]. The reactants are Cl.[C:2](Cl)(=O)[CH3:3].[NH2:6][C:7]1[N:12]=[C:11]([C:13]2[CH:18]=[CH:17][C:16]([Cl:19])=[CH:15][C:14]=2[F:20])[N:10]=[C:9]([C:21]([OH:23])=[O:22])[C:8]=1[Cl:24].C(OCC)(=O)C.CCCCCC. The yield is 0.635. (5) The reactants are [F:1][C:2]1[CH:11]=[C:10]2[C:5]([CH:6]=[CH:7][NH:8][C:9]2=O)=[CH:4][C:3]=1[OH:13].P(Cl)(Cl)([Cl:16])=O. No catalyst specified. The product is [Cl:16][C:9]1[C:10]2[C:5](=[CH:4][C:3]([OH:13])=[C:2]([F:1])[CH:11]=2)[CH:6]=[CH:7][N:8]=1. The yield is 0.940. (6) The reactants are C(N(CC)CC)C.Br[CH2:9][C:10]([O:12][CH2:13][CH3:14])=[O:11].[F:15][CH:16]([F:35])[C:17]1[N:18]([C:23]2[C:32]3[C:27](=[CH:28][CH:29]=[CH:30][CH:31]=3)[C:26]([CH2:33][CH3:34])=[CH:25][CH:24]=2)[C:19]([SH:22])=[N:20][N:21]=1. The catalyst is ClCCl. The product is [F:35][CH:16]([F:15])[C:17]1[N:18]([C:23]2[C:32]3[C:27](=[CH:28][CH:29]=[CH:30][CH:31]=3)[C:26]([CH2:33][CH3:34])=[CH:25][CH:24]=2)[C:19]([S:22][CH2:9][C:10]([O:12][CH2:13][CH3:14])=[O:11])=[N:20][N:21]=1. The yield is 0.960. (7) The reactants are [Cl:1][C:2]1[CH:3]=[C:4]([C:9]([C:26]([F:29])([F:28])[F:27])=[CH:10][C:11]([C:13]2[CH:14]=[CH:15][C:16]([N:21]3[CH:25]=[N:24][CH:23]=[N:22]3)=[C:17]([CH:20]=2)[C:18]#[N:19])=O)[CH:5]=[C:6]([Cl:8])[CH:7]=1.[OH-:30].[Na+].Cl.[NH2:33]O.Cl. The catalyst is C1(C)C=CC=CC=1.O.CN1CCCC1=O. The product is [Cl:1][C:2]1[CH:3]=[C:4]([C:9]2([C:26]([F:29])([F:28])[F:27])[O:30][N:33]=[C:11]([C:13]3[CH:14]=[CH:15][C:16]([N:21]4[CH:25]=[N:24][CH:23]=[N:22]4)=[C:17]([CH:20]=3)[C:18]#[N:19])[CH2:10]2)[CH:5]=[C:6]([Cl:8])[CH:7]=1. The yield is 0.945. (8) The reactants are [CH3:1][S:2]([NH:5][C:6]1[CH:21]=[CH:20][C:9]2[NH:10][C:11]([CH2:16][C:17](O)=[O:18])=[N:12][S:13](=[O:15])(=[O:14])[C:8]=2[CH:7]=1)(=[O:4])=[O:3].Cl.CN(C)CCCN=C=NCC.CN1CCOCC1.C(O[C:44]([C@H:46]1[C@@H:51]([NH:52][CH2:53][C:54]2[CH:59]=[CH:58][C:57]([F:60])=[C:56]([Cl:61])[CH:55]=2)[C@H:50]2[CH2:62][C@@H:47]1[CH2:48][CH2:49]2)=[O:45])C.[O-]CC.[Na+].C(O)C. The catalyst is CN(C)C=O. The product is [Cl:61][C:56]1[CH:55]=[C:54]([CH:59]=[CH:58][C:57]=1[F:60])[CH2:53][N:52]1[C:17](=[O:18])[C:16]([C:11]2[NH:10][C:9]3[CH:20]=[CH:21][C:6]([NH:5][S:2]([CH3:1])(=[O:4])=[O:3])=[CH:7][C:8]=3[S:13](=[O:15])(=[O:14])[N:12]=2)=[C:44]([OH:45])[C@H:46]2[C@@H:51]1[C@H:50]1[CH2:62][C@@H:47]2[CH2:48][CH2:49]1. The yield is 0.430.